Dataset: Forward reaction prediction with 1.9M reactions from USPTO patents (1976-2016). Task: Predict the product of the given reaction. (1) Given the reactants [C:1]([O:5][C:6](=[O:19])[C@@H:7]([NH:9][C:10]1[CH:15]=[CH:14][CH:13]=[CH:12][C:11]=1[N+:16]([O-])=O)[CH3:8])([CH3:4])([CH3:3])[CH3:2], predict the reaction product. The product is: [C:1]([O:5][C:6](=[O:19])[C@@H:7]([NH:9][C:10]1[CH:15]=[CH:14][CH:13]=[CH:12][C:11]=1[NH2:16])[CH3:8])([CH3:2])([CH3:3])[CH3:4]. (2) Given the reactants Cl[C:2]1[N:7]=[C:6]([NH2:8])[N:5]=[C:4]([NH:9][CH3:10])[CH:3]=1.[CH3:11][O:12][C:13]1[CH:18]=[CH:17][C:16](B(O)O)=[C:15]([CH3:22])[C:14]=1[CH3:23].C(=O)([O-])[O-].[K+].[K+], predict the reaction product. The product is: [CH3:11][O:12][C:13]1[CH:18]=[CH:17][C:16]([C:2]2[N:7]=[C:6]([NH2:8])[N:5]=[C:4]([NH:9][CH3:10])[CH:3]=2)=[C:15]([CH3:22])[C:14]=1[CH3:23].